Dataset: Full USPTO retrosynthesis dataset with 1.9M reactions from patents (1976-2016). Task: Predict the reactants needed to synthesize the given product. (1) Given the product [Cl:7][C:8]1[N:16]=[CH:15][C:14]([C:17]([F:20])([F:19])[F:18])=[CH:13][C:9]=1[C:10]([NH:35][C:34]1[CH:36]=[CH:37][C:31]([F:30])=[CH:32][CH:33]=1)=[O:12], predict the reactants needed to synthesize it. The reactants are: C(Cl)(=O)C(Cl)=O.[Cl:7][C:8]1[N:16]=[CH:15][C:14]([C:17]([F:20])([F:19])[F:18])=[CH:13][C:9]=1[C:10]([OH:12])=O.C(N(CC)C(C)C)(C)C.[F:30][C:31]1[CH:37]=[CH:36][C:34]([NH2:35])=[CH:33][CH:32]=1. (2) Given the product [F:22][C:21]([F:24])([F:23])[C:19]1[CH:20]=[C:15]([C@H:13]([O:12][C@@H:8]2[C@@H:7]([C:29]3[CH:30]=[CH:31][CH:32]=[CH:33][CH:34]=3)[C@H:6]([C@H:4]([OH:5])[CH2:1][CH2:2][OH:43])[CH2:11][CH2:10][O:9]2)[CH3:14])[CH:16]=[C:17]([C:25]([F:28])([F:27])[F:26])[CH:18]=1, predict the reactants needed to synthesize it. The reactants are: [CH2:1]([C@H:4]([C@@H:6]1[CH2:11][CH2:10][O:9][C@H:8]([O:12][C@@H:13]([C:15]2[CH:20]=[C:19]([C:21]([F:24])([F:23])[F:22])[CH:18]=[C:17]([C:25]([F:28])([F:27])[F:26])[CH:16]=2)[CH3:14])[C@H:7]1[C:29]1[CH:34]=[CH:33][CH:32]=[CH:31][CH:30]=1)[OH:5])[CH:2]=C.[BH4-].[Na+].[Cl-].[NH4+].ClCCl.C[OH:43]. (3) The reactants are: [NH2:1][C:2]1[N:7]=[C:6]([C@:8]2([CH3:17])[C:13]([F:15])([F:14])[CH2:12][O:11][C:10]([NH2:16])=[N:9]2)[C:5]([F:18])=[CH:4][CH:3]=1.CCN(C(C)C)C(C)C.[CH3:28][C:29]([O:32][C:33](O[C:33]([O:32][C:29]([CH3:31])([CH3:30])[CH3:28])=[O:34])=[O:34])([CH3:31])[CH3:30]. Given the product [C:29]([O:32][C:33](=[O:34])[NH:16][C:10]1[O:11][CH2:12][C:13]([F:14])([F:15])[C@:8]([C:6]2[C:5]([F:18])=[CH:4][CH:3]=[C:2]([NH2:1])[N:7]=2)([CH3:17])[N:9]=1)([CH3:31])([CH3:30])[CH3:28], predict the reactants needed to synthesize it. (4) Given the product [N:1]1[CH:6]=[CH:5][CH:4]=[C:3]([C:7]2[O:8][C:9]3[CH:15]=[C:14]([CH2:16][C:17]([OH:19])=[O:18])[CH:13]=[CH:12][C:10]=3[N:11]=2)[CH:2]=1, predict the reactants needed to synthesize it. The reactants are: [N:1]1[CH:6]=[CH:5][CH:4]=[C:3]([C:7]2[O:8][C:9]3[CH:15]=[C:14]([CH2:16][C:17]([O:19]C)=[O:18])[CH:13]=[CH:12][C:10]=3[N:11]=2)[CH:2]=1.C1COCC1.[OH-].[Na+].Cl.